From a dataset of Full USPTO retrosynthesis dataset with 1.9M reactions from patents (1976-2016). Predict the reactants needed to synthesize the given product. Given the product [Cl:17][C:3]1[C:2]([Cl:1])=[C:8]([CH3:9])[CH:7]=[CH:6][C:4]=1[NH2:5], predict the reactants needed to synthesize it. The reactants are: [Cl:1][C:2]1[CH:3]=[C:4]([CH:6]=[CH:7][C:8]=1[CH3:9])[NH2:5].C1C(=O)N([Cl:17])C(=O)C1.O.C(OCC)(=O)C.